This data is from Catalyst prediction with 721,799 reactions and 888 catalyst types from USPTO. The task is: Predict which catalyst facilitates the given reaction. Reactant: [CH3:1][O:2][C:3]1[CH:31]=[CH:30][C:6]([CH2:7][N:8]2[C:14]3[CH:15]=[CH:16][CH:17]=[CH:18][C:13]=3[C:12]([C:19]3[CH:24]=[CH:23][CH:22]=[C:21]([C:25]([F:28])([F:27])[F:26])[CH:20]=3)=[N:11][CH2:10][C:9]2=[O:29])=[CH:5][CH:4]=1.[CH2:32]([O:39][CH2:40][C:41](Cl)=[O:42])[C:33]1[CH:38]=[CH:37][CH:36]=[CH:35][CH:34]=1.C(N(CC)CC)C. Product: [CH2:32]([O:39][C@H:40]1[C@:12]2([C:19]3[CH:24]=[CH:23][CH:22]=[C:21]([C:25]([F:27])([F:28])[F:26])[CH:20]=3)[C:13]3[CH:18]=[CH:17][CH:16]=[CH:15][C:14]=3[N:8]([CH2:7][C:6]3[CH:5]=[CH:4][C:3]([O:2][CH3:1])=[CH:31][CH:30]=3)[C:9](=[O:29])[CH2:10][N:11]2[C:41]1=[O:42])[C:33]1[CH:38]=[CH:37][CH:36]=[CH:35][CH:34]=1. The catalyst class is: 2.